This data is from Forward reaction prediction with 1.9M reactions from USPTO patents (1976-2016). The task is: Predict the product of the given reaction. Given the reactants [N:1]([C@@H:4]1[C@@H:8]([N:9]=[N+]=[N-])[CH2:7][N:6]([CH2:12][C:13]2[CH:18]=[CH:17][CH:16]=[CH:15][CH:14]=2)[CH2:5]1)=[N+:2]=[N-:3].C1(P(C2C=CC=CC=2)C2C=CC=CC=2)C=CC=CC=1.C1C[O:41]CC1, predict the reaction product. The product is: [NH4+:1].[OH-:41].[N:1]([C@H:4]1[CH2:5][N:6]([CH2:12][C:13]2[CH:18]=[CH:17][CH:16]=[CH:15][CH:14]=2)[CH2:7][C@@H:8]1[NH2:9])=[N+:2]=[N-:3].